From a dataset of Catalyst prediction with 721,799 reactions and 888 catalyst types from USPTO. Predict which catalyst facilitates the given reaction. (1) Reactant: [C:1]1([C:33]2[CH:38]=[CH:37][CH:36]=[CH:35][CH:34]=2)[CH:6]=[CH:5][CH:4]=[C:3]([NH:7][C:8]([C:10]2[CH:32]=[CH:31][C:13]([O:14][C:15]3[CH:24]=[C:23]4[C:18]([CH:19]([C:25]([O:27]C)=[O:26])[CH2:20][CH2:21][O:22]4)=[CH:17][C:16]=3[C:29]#[N:30])=[CH:12][CH:11]=2)=[O:9])[CH:2]=1.O[Li].O.O1CCOCC1.Cl. Product: [C:1]1([C:33]2[CH:34]=[CH:35][CH:36]=[CH:37][CH:38]=2)[CH:6]=[CH:5][CH:4]=[C:3]([NH:7][C:8]([C:10]2[CH:32]=[CH:31][C:13]([O:14][C:15]3[CH:24]=[C:23]4[C:18]([CH:19]([C:25]([OH:27])=[O:26])[CH2:20][CH2:21][O:22]4)=[CH:17][C:16]=3[C:29]#[N:30])=[CH:12][CH:11]=2)=[O:9])[CH:2]=1. The catalyst class is: 1. (2) Product: [CH2:13]([N:7]1[C:8]([OH:12])=[C:9]([C:28]([NH:27][CH2:30][C:31]([OH:33])=[O:32])=[O:29])[C:10](=[O:11])[N:5]([CH2:1][CH2:2][CH2:3][CH3:4])[C:6]1=[O:17])[CH2:14][CH2:15][CH3:16]. Reactant: [CH2:1]([N:5]1[C:10](=[O:11])[CH2:9][C:8](=[O:12])[N:7]([CH2:13][CH2:14][CH2:15][CH3:16])[C:6]1=[O:17])[CH2:2][CH2:3][CH3:4].C(N(C(C)C)CC)(C)C.[N:27]([CH2:30][C:31]([O:33]CC)=[O:32])=[C:28]=[O:29]. The catalyst class is: 4.